The task is: Predict the product of the given reaction.. This data is from Forward reaction prediction with 1.9M reactions from USPTO patents (1976-2016). (1) Given the reactants [F:1][C:2]([F:17])([F:16])[C:3]1[C:11]2[CH2:10][CH2:9][CH2:8][CH2:7][C:6]=2[N:5]([CH2:12][C:13]([OH:15])=O)[N:4]=1.[Cl:18][C:19]1[CH:24]=[CH:23][C:22]([C:25]2[C:26]([C:31](=[NH:41])[CH2:32][C:33]3[CH:38]=[C:37]([F:39])[CH:36]=[C:35]([F:40])[CH:34]=3)=[N:27][CH:28]=[N:29][CH:30]=2)=[CH:21][CH:20]=1.C(N(CC)C(C)C)(C)C.CN(C([O:58]N1N=NC2C=CC=NC1=2)=[N+](C)C)C.F[P-](F)(F)(F)(F)F, predict the reaction product. The product is: [Cl:18][C:19]1[CH:24]=[CH:23][C:22]([C:25]2[C:30](=[O:58])[NH:29][CH:28]=[N:27][C:26]=2[C@@H:31]([NH:41][C:13](=[O:15])[CH2:12][N:5]2[C:6]3[CH2:7][CH2:8][CH2:9][CH2:10][C:11]=3[C:3]([C:2]([F:1])([F:17])[F:16])=[N:4]2)[CH2:32][C:33]2[CH:38]=[C:37]([F:39])[CH:36]=[C:35]([F:40])[CH:34]=2)=[CH:21][CH:20]=1. (2) Given the reactants [OH:1][C:2]1[CH:3]=[CH:4][C:5]2[N:9]=[C:8]([CH2:10][O:11][C:12]3[CH:13]=[C:14]([CH:19]=[CH:20][CH:21]=3)[C:15]([O:17][CH3:18])=[O:16])[N:7]([CH3:22])[C:6]=2[CH:23]=1.[Cl:24][C:25]1[C:26](F)=[N:27][CH:28]=[C:29]([Cl:31])[CH:30]=1.N1C2C(=CC=C3C=2N=CC=C3)C=CC=1.C(=O)([O-])[O-].[Cs+].[Cs+], predict the reaction product. The product is: [Cl:24][C:25]1[C:26]([O:1][C:2]2[CH:3]=[CH:4][C:5]3[N:9]=[C:8]([CH2:10][O:11][C:12]4[CH:13]=[C:14]([CH:19]=[CH:20][CH:21]=4)[C:15]([O:17][CH3:18])=[O:16])[N:7]([CH3:22])[C:6]=3[CH:23]=2)=[N:27][CH:28]=[C:29]([Cl:31])[CH:30]=1. (3) Given the reactants [Cl:1][C:2]1[CH:7]=[CH:6][C:5]([C:8]2[N:12]([C:13]3[CH:18]=[CH:17][CH:16]=[CH:15][C:14]=3[O:19][CH3:20])[N:11]=[C:10]([CH:21]3[CH2:26][C:25]([CH3:28])([CH3:27])[O:24][C:23]([CH3:30])([CH3:29])[CH2:22]3)[CH:9]=2)=[CH:4][CH:3]=1.C1C(=O)N([Br:38])C(=O)C1, predict the reaction product. The product is: [Br:38][C:9]1[C:10]([CH:21]2[CH2:26][C:25]([CH3:28])([CH3:27])[O:24][C:23]([CH3:30])([CH3:29])[CH2:22]2)=[N:11][N:12]([C:13]2[CH:18]=[CH:17][CH:16]=[CH:15][C:14]=2[O:19][CH3:20])[C:8]=1[C:5]1[CH:6]=[CH:7][C:2]([Cl:1])=[CH:3][CH:4]=1. (4) Given the reactants Cl.[Br:2][C:3]1[CH:4]=[C:5]([NH:9][CH:10]([C:13]2[CH:18]=[CH:17][CH:16]=[CH:15][C:14]=2[F:19])[C:11]#[N:12])[CH:6]=[N:7][CH:8]=1.[OH2:20], predict the reaction product. The product is: [Br:2][C:3]1[CH:4]=[C:5]([NH:9][CH:10]([C:13]2[CH:18]=[CH:17][CH:16]=[CH:15][C:14]=2[F:19])[C:11]([NH2:12])=[O:20])[CH:6]=[N:7][CH:8]=1. (5) Given the reactants [N:1]1([C:6]2[C:11](B(O)O)=[CH:10][CH:9]=[CH:8][N:7]=2)[CH2:5][CH2:4][CH2:3][CH2:2]1.Br[C:16]1[CH:21]=[CH:20][C:19]([C:22]2[N:23]=[CH:24][C:25]([NH2:28])=[N:26][CH:27]=2)=[C:18]([F:29])[CH:17]=1, predict the reaction product. The product is: [F:29][C:18]1[CH:17]=[C:16]([C:11]2[C:6]([N:1]3[CH2:5][CH2:4][CH2:3][CH2:2]3)=[N:7][CH:8]=[CH:9][CH:10]=2)[CH:21]=[CH:20][C:19]=1[C:22]1[N:23]=[CH:24][C:25]([NH2:28])=[N:26][CH:27]=1. (6) Given the reactants [H-].[Na+].COCCOC.COP([CH2:15][C:16]([C:18]1[CH:23]=[CH:22][CH:21]=[C:20]([CH2:24][C:25]2[CH:30]=[CH:29][CH:28]=[CH:27][CH:26]=2)[CH:19]=1)=[O:17])(=O)OC.[CH2:31]([O:33][C:34](=[O:49])[CH2:35][CH2:36][CH2:37][CH2:38][CH2:39][CH2:40][N:41]1[C:45](=[O:46])[CH2:44][CH2:43][C@@H:42]1[CH:47]=O)[CH3:32], predict the reaction product. The product is: [CH2:31]([O:33][C:34](=[O:49])[CH2:35][CH2:36][CH2:37][CH2:38][CH2:39][CH2:40][N:41]1[C:45](=[O:46])[CH2:44][CH2:43][C@@H:42]1/[CH:47]=[CH:15]/[CH:16]([C:18]1[CH:23]=[CH:22][CH:21]=[C:20]([CH2:24][C:25]2[CH:26]=[CH:27][CH:28]=[CH:29][CH:30]=2)[CH:19]=1)[OH:17])[CH3:32]. (7) The product is: [C:1]1([C:19]2[CH:20]=[CH:21][CH:22]=[CH:23][CH:24]=2)[CH:6]=[CH:5][CH:4]=[C:3]([NH:7][C:8]2[C:9]([NH2:16])=[C:10]([CH:13]=[CH:14][CH:15]=2)[C:11]#[N:12])[CH:2]=1. Given the reactants [C:1]1([C:19]2[CH:24]=[CH:23][CH:22]=[CH:21][CH:20]=2)[CH:6]=[CH:5][CH:4]=[C:3]([NH:7][C:8]2[C:9]([N+:16]([O-])=O)=[C:10]([CH:13]=[CH:14][CH:15]=2)[C:11]#[N:12])[CH:2]=1.S(S([O-])=O)([O-])=O.[Na+].[Na+], predict the reaction product.